Dataset: Drug-target binding data from BindingDB using IC50 measurements. Task: Regression. Given a target protein amino acid sequence and a drug SMILES string, predict the binding affinity score between them. We predict pIC50 (pIC50 = -log10(IC50 in M); higher means more potent). Dataset: bindingdb_ic50. (1) The drug is COc1ccc2c(c1)c(CC(=O)OC[C@H]1O[C@@H](O)[C@H](O)[C@@H](O)[C@@H]1O)c(C)n2C(=O)c1ccc(Cl)cc1. The target protein (P11167) has sequence MEPSSKKVTGRLMLAVGGAVLGSLQFGYNTGVINAPQKVIEEFYNQTWNHRYGESIPSTTLTTLWSLSVAIFSVGGMIGSFSVGLFVNRFGRRNSMLMMNLLAFVSAVLMGFSKLGKSFEMLILGRFIIGVYCGLTTGFVPMYVGEVSPTALRGALGTLHQLGIVVGILIAQVFGLDSIMGNADLWPLLLSVIFIPALLQCILLPFCPESPRFLLINRNEENRAKSVLKKLRGTADVTRDLQEMKEEGRQMMREKKVTILELFRSPAYRQPILIAVVLQLSQQLSGINAVFYYSTSIFEKAGVQQPVYATIGSGIVNTAFTVVSLFVVERAGRRTLHLIGLAGMAGCAVLMTIALALLEQLPWMSYLSIVAIFGFVAFFEVGPGPIPWFIVAELFSQGPRPAAVAVAGFSNWTSNFIVGMCFQYVEQLCGPYVFIIFTVLLVLFFIFTYFKVPETKGRTFDEIASGFRQGGASQSDKTPEELFHPLGADSQV. The pIC50 is 6.2. (2) The target protein sequence is STNPPPPETSNPNKPKRQTNQLQYLLRVVLKTLWKHQFAWPFQQPVDAVKLNLPDYYKIIKTPMDMGTIKKRLENNYYWNAQECIQDFNTMFTNCYIYNKPGDDIVLMAEALEKLFLQKINELPTEE. The pIC50 is 5.4. The small molecule is CNC(=O)c1ccc(-c2cc3c(cc2C(F)F)N(c2cccc4c2N[C@H](C)CC(=O)N4)CCC3)cn1. (3) The small molecule is CO[C@H]1CCN(c2nc(-c3c(C)ccc4[nH]nc(C)c34)nc3c2CN(c2cc(C(F)(F)F)nn2C)CC3)CC1(C)C. The target protein (P21730) has sequence MDSFNYTTPDYGHYDDKDTLDLNTPVDKTSNTLRVPDILALVIFAVVFLVGVLGNALVVWVTAFEAKRTINAIWFLNLAVADFLSCLALPILFTSIVQHHHWPFGGAACSILPSLILLNMYASILLLATISADRFLLVFKPIWCQNFRGAGLAWIACAVAWGLALLLTIPSFLYRVVREEYFPPKVLCGVDYSHDKRRERAVAIVRLVLGFLWPLLTLTICYTFILLRTWSRRATRSTKTLKVVVAVVASFFIFWLPYQVTGIMMSFLEPSSPTFLLLKKLDSLCVSFAYINCCINPIIYVVAGQGFQGRLRKSLPSLLRNVLTEESVVRESKSFTRSTVDTMAQKTQAV. The pIC50 is 7.2. (4) The small molecule is COC(=O)[C@@H]1C2CCC(C[C@H]1c1ccc(F)c(Cl)c1)S2=O. The target protein (Q9MYX0) has sequence METTPLNSQKQLSACKDGEDCQENGVLQKVVPTPGDKVESGQISNGYSAVPSPGAGDDTRHSIPAATTTLVAELHQGERETWGKKVDFLLSVIGYAVDLGNVWRFPYICYQNGGGAFLIPYTIMAIFGGIPLFYMELALGQYHRNGCISIWRKICPIFKGIGYAICIIAFYIASYYNTIMAWALYYLISSFTDQLPWTSCKNSWNTGNCTNYFSEDNITWTLHSTSPAEEFYTRHVLQIHRSKGLQDLGGISWQLALCIMLIFTVIYFSIWKGVKTSGKVVWVTATFPYIILSVLLVRGATLPGAWRGVLFYLKPNWQKLLETGVWIDAAAQIFFSLGPGFGVLLAFASYNKFNNNCYQDALVTSVVNCMTSFVSGFVIFTVLGYMAEMRNEDVSEVAKDAGPSLLFITYAEAIANMPASTFFAIIFFLMLITLGLDSTFAGLEGVITAVLDEFPHIWAKRREWFVLAVVITCFFGSLVTLTFGGAYVVKLLEEYATGPA.... The pIC50 is 4.5. (5) The small molecule is O=C(O)c1cc2occc2[nH]1. The target protein (P31228) has sequence MDTVRIAVVGAGVMGLSTAVCISKMVPGCSITVISDKFTPETTSDVAAGMLIPPTYPDTPIQKQKQWFKETFDHLFAIVNSAEAEDAGVILVSGWQIFQSIPTEEVPYWADVVLGFRKMTKDELKKFPQHVFGHAFTTLKCEGPAYLPWLQKRVKGNGGLILTRRIEDLWELHPSFDIVVNCSGLGSRQLAGDSKIFPVRGQVLKVQAPWVKHFIRDSSGLTYIYPGVSNVTLGGTRQKGDWNLSPDAEISKEILSRCCALEPSLRGAYDLREKVGLRPTRPSVRLEKELLAQDSRRLPVVHHYGHGSGGIAMHWGTALEATRLVNECVQVLRTPAPKSKL. The pIC50 is 5.0. (6) The small molecule is C[C@H](CN1CCC2(CC1)C(=O)NCN2c1ccccc1)NC(=O)c1cc(Br)c(Br)o1. The target protein sequence is MSLKNEPRVNTSALQKIAADMSNIIENLDTRELHFEGEEVDYDVSPSDPKIQEVYIPFSAIYNTQGFKEPNIQTYLSGCPIKAQVLEVERFTSTTRVPSINLYTIELTHGEFKWQVKRKFKHFQEFHRELLKYKAFIRIPIPTRRHTFRRQNVREEPREMPSLPRSSENMIREEQFLGRRKQLEDYLTKILKMPMYRNYHATTEFLDISQLSFIHDLGPKGIEGMIMKRSGGHRIPGLNCCGQGRACYRWSKRWLIVKDSFLLYMKPDSGAIAFVLLVDKEFKIKVGKKETETKYGIRIDNLSRTLILKCNSYRHARWWGGAIEEFIQKHGTNFLKDHRFGSYAAIQENALAKWYVNAKGYFEDVANAMEEANEEIFITDWWLSPEIFLKRPVVEGNRWRLDCILKRKAQQGVRIFIMLYKEVELALGINSEYTKRTLMRLHPNIKVMRHPDHVSSTVYLWAHHEKLVIIDQSVAFVGGIDLAYGRWDDNEHRLTDVGSV.... The pIC50 is 6.5.